This data is from Reaction yield outcomes from USPTO patents with 853,638 reactions. The task is: Predict the reaction yield, written as a fraction of the theoretical maximum amount of product (1.0 means a 100% yield; for example, 0.34 means a 34% yield). (1) The reactants are N(OC(C)(C)C)=O.[F:8][C:9]1[C:18]([F:19])=[CH:17][C:12]2[NH:13][C:14](N)=[N:15][C:11]=2[CH:10]=1.[ClH:20]. The catalyst is CC(C)=O.[Cu](Cl)Cl. The product is [Cl:20][C:14]1[NH:13][C:12]2[CH:17]=[C:18]([F:19])[C:9]([F:8])=[CH:10][C:11]=2[N:15]=1. The yield is 0.730. (2) The reactants are [CH3:1][C:2]1([CH3:35])[C:6](=[O:7])[C:5]([C:8]2[CH:13]=[CH:12][C:11]([O:14][CH2:15][C:16]3[CH:25]=[CH:24][C:23]4[C:18](=[CH:19][CH:20]=[CH:21][CH:22]=4)[N:17]=3)=[CH:10][CH:9]=2)=[C:4]([C:26]2[CH:31]=[CH:30][C:29]([N+:32]([O-])=O)=[CH:28][CH:27]=2)[O:3]1.CC(O)=O. The catalyst is C(O)C.[Fe]. The product is [NH2:32][C:29]1[CH:30]=[CH:31][C:26]([C:4]2[O:3][C:2]([CH3:1])([CH3:35])[C:6](=[O:7])[C:5]=2[C:8]2[CH:13]=[CH:12][C:11]([O:14][CH2:15][C:16]3[CH:25]=[CH:24][C:23]4[C:18](=[CH:19][CH:20]=[CH:21][CH:22]=4)[N:17]=3)=[CH:10][CH:9]=2)=[CH:27][CH:28]=1. The yield is 0.710. (3) The reactants are CC(CC)=O.[CH3:6][N:7]([CH3:36])[C:8]1([C:30]2[CH:35]=[CH:34][CH:33]=[CH:32][CH:31]=2)[CH2:13][CH2:12][CH:11]([CH2:14][C:15]([NH:17][CH:18]([CH3:29])[CH2:19][C:20]2[C:28]3[C:23](=[CH:24][CH:25]=[CH:26][CH:27]=3)[NH:22][CH:21]=2)=[O:16])[CH2:10][CH2:9]1.C(NC1CCCCC1)(NC1CCCCC1)=O.[ClH:53]. The catalyst is C(O)C. The product is [ClH:53].[CH3:36][N:7]([CH3:6])[C:8]1([C:30]2[CH:35]=[CH:34][CH:33]=[CH:32][CH:31]=2)[CH2:13][CH2:12][CH:11]([CH2:14][C:15]([NH:17][CH:18]([CH3:29])[CH2:19][C:20]2[C:28]3[C:23](=[CH:24][CH:25]=[CH:26][CH:27]=3)[NH:22][CH:21]=2)=[O:16])[CH2:10][CH2:9]1. The yield is 0.330. (4) The reactants are [F:1][C:2]1[CH:28]=[CH:27][C:5]([CH2:6][N:7]2[C:19](=[O:20])[C:18]3[C:17]([O:21][CH2:22][O:23][CH3:24])=[C:16]4[C:11]([CH:12]=[CH:13][CH:14]=[N:15]4)=[C:10]([OH:25])[C:9]=3[C:8]2=[O:26])=[CH:4][CH:3]=1.C(N(CC)C(C)C)(C)C.[F:38][C:39]([F:52])([F:51])[S:40](O[S:40]([C:39]([F:52])([F:51])[F:38])(=[O:42])=[O:41])(=[O:42])=[O:41]. The catalyst is ClCCl. The product is [F:1][C:2]1[CH:3]=[CH:4][C:5]([CH2:6][N:7]2[C:19](=[O:20])[C:18]3[C:17]([O:21][CH2:22][O:23][CH3:24])=[C:16]4[C:11]([CH:12]=[CH:13][CH:14]=[N:15]4)=[C:10]([O:25][S:40]([C:39]([F:52])([F:51])[F:38])(=[O:42])=[O:41])[C:9]=3[C:8]2=[O:26])=[CH:27][CH:28]=1. The yield is 0.330. (5) The catalyst is O1CCOCC1. The yield is 0.720. The product is [C:10]1([N:7]2[CH2:6][CH2:5][CH2:4][CH2:3][CH2:2][C:1]2=[O:8])[CH:15]=[CH:14][CH:13]=[CH:12][CH:11]=1. The reactants are [C:1]1(=[O:8])[NH:7][CH2:6][CH2:5][CH2:4][CH2:3][CH2:2]1.Br[C:10]1[CH:15]=[CH:14][CH:13]=[CH:12][CH:11]=1.C([O-])([O-])=O.[Cs+].[Cs+]. (6) The reactants are CO[C:3]([C:5]1[CH:6]=[CH:7][C:8]2[N:9]([CH:20]=[N:21][CH:22]=2)[C:10]=1[NH:11][C:12]1[CH:17]=[CH:16][C:15]([I:18])=[CH:14][C:13]=1[F:19])=[O:4].[CH:23]([O:25][CH2:26][CH2:27][O:28][NH2:29])=[CH2:24].C[Si]([N-][Si](C)(C)C)(C)C.[Li+]. The catalyst is C1COCC1. The product is [CH:23]([O:25][CH2:26][CH2:27][O:28][NH:29][C:3]([C:5]1[CH:6]=[CH:7][C:8]2[N:9]([CH:20]=[N:21][CH:22]=2)[C:10]=1[NH:11][C:12]1[CH:17]=[CH:16][C:15]([I:18])=[CH:14][C:13]=1[F:19])=[O:4])=[CH2:24]. The yield is 0.610. (7) The reactants are [Br:1][C:2]1[N:7]=[C:6]([I:8])[C:5]([OH:9])=[CH:4][CH:3]=1.[C:10](OC(=O)C)(=[O:12])[CH3:11]. No catalyst specified. The product is [C:10]([O:9][C:5]1[C:6]([I:8])=[N:7][C:2]([Br:1])=[CH:3][CH:4]=1)(=[O:12])[CH3:11]. The yield is 1.00. (8) The reactants are [F:1][C:2]1[CH:3]=[C:4]([C@H:8]2[C@H:12]([NH:13]C(OCC[Si](C)(C)C)=O)[CH2:11][N:10]([C:23]([O:25][C:26]([CH3:29])([CH3:28])[CH3:27])=[O:24])[CH2:9]2)[CH:5]=[CH:6][CH:7]=1.[F-].C([N+](CCCC)(CCCC)CCCC)CCC. The catalyst is CO. The product is [NH2:13][CH:12]1[CH:8]([C:4]2[CH:5]=[CH:6][CH:7]=[C:2]([F:1])[CH:3]=2)[CH2:9][N:10]([C:23]([O:25][C:26]([CH3:29])([CH3:28])[CH3:27])=[O:24])[CH2:11]1. The yield is 0.790. (9) The reactants are [Br:1][C:2]1[CH:7]=[CH:6][C:5](Br)=[CH:4][N:3]=1.C([Li])C[CH2:11][CH3:12].C(SSCC)C.ClC1C=C(C=CC=1)C(OO)=O.[S:31]([O-])([O-:33])=[O:32].[Na+].[Na+]. The catalyst is C(OCC)C. The product is [Br:1][C:2]1[CH:7]=[CH:6][C:5]([S:31]([CH2:11][CH3:12])(=[O:33])=[O:32])=[CH:4][N:3]=1. The yield is 0.190. (10) The yield is 0.780. The product is [CH:26]1([CH2:25][NH:24][C:19](=[O:21])[C:18]2[CH:22]=[CH:23][C:15]([O:14][CH2:13][C:3]3[C:4]([C:7]4[CH:8]=[CH:9][CH:10]=[CH:11][CH:12]=4)=[N:5][O:6][C:2]=3[CH3:1])=[N:16][CH:17]=2)[CH2:28][CH2:27]1. The reactants are [CH3:1][C:2]1[O:6][N:5]=[C:4]([C:7]2[CH:12]=[CH:11][CH:10]=[CH:9][CH:8]=2)[C:3]=1[CH2:13][O:14][C:15]1[CH:23]=[CH:22][C:18]([C:19]([OH:21])=O)=[CH:17][N:16]=1.[NH2:24][CH2:25][CH:26]1[CH2:28][CH2:27]1. No catalyst specified.